From a dataset of Peptide-MHC class I binding affinity with 185,985 pairs from IEDB/IMGT. Regression. Given a peptide amino acid sequence and an MHC pseudo amino acid sequence, predict their binding affinity value. This is MHC class I binding data. The peptide sequence is CTLSEQLDY. The MHC is HLA-A30:02 with pseudo-sequence HLA-A30:02. The binding affinity (normalized) is 0.693.